This data is from Forward reaction prediction with 1.9M reactions from USPTO patents (1976-2016). The task is: Predict the product of the given reaction. (1) The product is: [Cl:1][C:2]1[CH:29]=[CH:28][CH:27]=[CH:26][C:3]=1[C:4]([C:6]1[CH:7]=[N:8][N:9]2[C:14]([NH:15][CH3:16])=[N:13][C:12]([CH2:23][CH2:24][CH3:25])=[N:11][C:10]=12)=[O:5]. Given the reactants [Cl:1][C:2]1[CH:29]=[CH:28][CH:27]=[CH:26][C:3]=1[C:4]([C:6]1[CH:7]=[N:8][N:9]2[C:14]([N:15](C)[C:16]3C=CC=CC=3)=[N:13][C:12]([CH2:23][CH2:24][CH3:25])=[N:11][C:10]=12)=[O:5].CN, predict the reaction product. (2) Given the reactants [F:1][CH:2]([F:28])[CH2:3][N:4]1[CH2:9][C:8]2([CH2:14][CH2:13][N:12]([C:15]([O:17][C:18]([CH3:21])([CH3:20])[CH3:19])=[O:16])[CH2:11][CH2:10]2)[O:7][CH:6]([C:22](=[O:27])[NH:23][CH2:24][CH:25]=O)[CH2:5]1, predict the reaction product. The product is: [F:28][CH:2]([F:1])[CH2:3][N:4]1[CH2:9][C:8]2([CH2:10][CH2:11][N:12]([C:15]([O:17][C:18]([CH3:19])([CH3:21])[CH3:20])=[O:16])[CH2:13][CH2:14]2)[O:7][CH:6]([C:22]2[O:27][CH:25]=[CH:24][N:23]=2)[CH2:5]1. (3) Given the reactants [H-].[Al+3].[Li+].[H-].[H-].[H-].[CH2:7]([N:14]1[C@H:18]([C:19](OCC)=[O:20])[CH2:17][CH2:16][C@@H:15]1[C:24](OCC)=[O:25])[C:8]1[CH:13]=[CH:12][CH:11]=[CH:10][CH:9]=1.O, predict the reaction product. The product is: [CH2:7]([N:14]1[C@H:18]([CH2:19][OH:20])[CH2:17][CH2:16][C@@H:15]1[CH2:24][OH:25])[C:8]1[CH:9]=[CH:10][CH:11]=[CH:12][CH:13]=1. (4) Given the reactants [C:1]([C:3]([C:27]1[CH:32]=[CH:31][CH:30]=[CH:29][CH:28]=1)([C:21]1[CH:26]=[CH:25][CH:24]=[CH:23][CH:22]=1)[C@@H:4]1[CH2:8][CH2:7][N:6]([C:9](=O)[CH2:10][C:11]2[CH:12]=[CH:13][C:14]3[O:18][CH2:17][CH2:16][C:15]=3[CH:19]=2)[CH2:5]1)#[N:2].C1(C)C=CC=CC=1.[BH4-].[Na+].[B-](F)(F)(F)[O+]1CCCC1.N1CCNCC1, predict the reaction product. The product is: [O:18]1[C:14]2[CH:13]=[CH:12][C:11]([CH2:10][CH2:9][N:6]3[CH2:7][CH2:8][C@@H:4]([C:3]([C:27]4[CH:32]=[CH:31][CH:30]=[CH:29][CH:28]=4)([C:21]4[CH:26]=[CH:25][CH:24]=[CH:23][CH:22]=4)[C:1]#[N:2])[CH2:5]3)=[CH:19][C:15]=2[CH2:16][CH2:17]1.